This data is from Full USPTO retrosynthesis dataset with 1.9M reactions from patents (1976-2016). The task is: Predict the reactants needed to synthesize the given product. (1) The reactants are: [CH3:1][C:2]1[NH:3][C:4]2[C:5](=[O:14])[CH2:6][CH2:7][CH2:8][C:9]=2[C:10]=1[C:11]([OH:13])=O.[N:15]1([CH2:21][CH2:22][NH2:23])[CH2:20][CH2:19][CH2:18][CH2:17][CH2:16]1. Given the product [CH3:1][C:2]1[NH:3][C:4]2[C:5](=[O:14])[CH2:6][CH2:7][CH2:8][C:9]=2[C:10]=1[C:11]([NH:23][CH2:22][CH2:21][N:15]1[CH2:20][CH2:19][CH2:18][CH2:17][CH2:16]1)=[O:13], predict the reactants needed to synthesize it. (2) Given the product [Cl:9][C:4]1[C:3]2[C:10](=[O:11])[NH:12][CH:13]=[N:1][C:2]=2[CH:7]=[C:6]([Cl:8])[N:5]=1, predict the reactants needed to synthesize it. The reactants are: [NH2:1][C:2]1[CH:7]=[C:6]([Cl:8])[N:5]=[C:4]([Cl:9])[C:3]=1[C:10]([NH2:12])=[O:11].[CH:13](OCC)(OCC)OCC.